This data is from Full USPTO retrosynthesis dataset with 1.9M reactions from patents (1976-2016). The task is: Predict the reactants needed to synthesize the given product. (1) Given the product [Cl:1][C:2]1[CH:21]=[CH:20][C:5]([C:6]([N:8]2[CH2:14][C:13]3[CH:15]=[CH:16][CH:17]=[CH:18][C:12]=3[N:11]([CH2:25][C:26]3[CH:35]=[CH:34][CH:33]=[C:28]([C:29]([O:31][CH3:32])=[O:30])[CH:27]=3)[C:10](=[O:19])[CH2:9]2)=[O:7])=[CH:4][CH:3]=1, predict the reactants needed to synthesize it. The reactants are: [Cl:1][C:2]1[CH:21]=[CH:20][C:5]([C:6]([N:8]2[CH2:14][C:13]3[CH:15]=[CH:16][CH:17]=[CH:18][C:12]=3[NH:11][C:10](=[O:19])[CH2:9]2)=[O:7])=[CH:4][CH:3]=1.[H-].[Na+].Br[CH2:25][C:26]1[CH:27]=[C:28]([CH:33]=[CH:34][CH:35]=1)[C:29]([O:31][CH3:32])=[O:30].C(OCC)(=O)C. (2) Given the product [N:35]1([C:33]([C:20]2[C:21]3[CH2:30][S:29](=[O:32])(=[O:31])[C:28]4[CH:27]=[CH:26][CH:25]=[CH:24][C:23]=4[C:22]=3[N:18]([CH:14]3[CH2:15][CH2:16][CH2:17][N:12]([CH2:11][CH2:10][N:1]4[CH2:5][CH2:4][CH2:3][C:2]4=[O:6])[CH2:13]3)[N:19]=2)=[O:34])[CH2:36][CH2:37][O:38][CH2:39][CH2:40]1, predict the reactants needed to synthesize it. The reactants are: [NH:1]1[CH2:5][CH2:4][CH2:3][C:2]1=[O:6].[H-].[Na+].Cl[CH2:10][CH2:11][N:12]1[CH2:17][CH2:16][CH2:15][CH:14]([N:18]2[C:22]3[C:23]4[CH:24]=[CH:25][CH:26]=[CH:27][C:28]=4[S:29](=[O:32])(=[O:31])[CH2:30][C:21]=3[C:20]([C:33]([N:35]3[CH2:40][CH2:39][O:38][CH2:37][CH2:36]3)=[O:34])=[N:19]2)[CH2:13]1.[Na+].[I-]. (3) Given the product [CH3:33][O:32][C:30](=[O:31])[C:29]1[CH:34]=[CH:35][C:26]([CH2:25][O:23][C:4]2[CH:5]=[CH:6][C:7]([CH:8]([CH3:22])[C:9]([OH:21])([C:14]3[CH:19]=[N:18][C:17]([CH3:20])=[CH:16][N:15]=3)[C:10]([F:13])([F:11])[F:12])=[C:2]([Cl:1])[CH:3]=2)=[C:27]([O:36][CH3:37])[CH:28]=1, predict the reactants needed to synthesize it. The reactants are: [Cl:1][C:2]1[CH:3]=[C:4]([OH:23])[CH:5]=[CH:6][C:7]=1[CH:8]([CH3:22])[C:9]([OH:21])([C:14]1[CH:19]=[N:18][C:17]([CH3:20])=[CH:16][N:15]=1)[C:10]([F:13])([F:12])[F:11].Br[CH2:25][C:26]1[CH:35]=[CH:34][C:29]([C:30]([O:32][CH3:33])=[O:31])=[CH:28][C:27]=1[O:36][CH3:37].C(=O)([O-])[O-].[K+].[K+]. (4) The reactants are: [CH3:1][O:2][C:3]1[C:12]2[C:7](=[CH:8][CH:9]=[CH:10][CH:11]=2)[C:6]([NH:13]S(C2SC=CC=2)(=O)=O)=[CH:5][C:4]=1[S:22][CH2:23][C:24]([O:26][CH3:27])=[O:25].[Br:28][C:29]1[CH:34]=[CH:33][CH:32]=[CH:31][C:30]=1[S:35](Cl)(=[O:37])=[O:36]. Given the product [Br:28][C:29]1[CH:34]=[CH:33][CH:32]=[CH:31][C:30]=1[S:35]([NH:13][C:6]1[C:7]2[C:12](=[CH:11][CH:10]=[CH:9][CH:8]=2)[C:3]([O:2][CH3:1])=[C:4]([S:22][CH2:23][C:24]([O:26][CH3:27])=[O:25])[CH:5]=1)(=[O:37])=[O:36], predict the reactants needed to synthesize it. (5) Given the product [C:20]1([C:18]2[N:19]=[C:15]([N:4]3[CH2:5][CH2:6][N:1]([C:7]([O:9][C:10]([CH3:13])([CH3:12])[CH3:11])=[O:8])[CH2:2][CH2:3]3)[O:16][CH:17]=2)[CH:21]=[CH:22][CH:23]=[CH:24][CH:25]=1, predict the reactants needed to synthesize it. The reactants are: [N:1]1([C:7]([O:9][C:10]([CH3:13])([CH3:12])[CH3:11])=[O:8])[CH2:6][CH2:5][NH:4][CH2:3][CH2:2]1.Cl[C:15]1[O:16][CH:17]=[C:18]([C:20]2[CH:25]=[CH:24][CH:23]=[CH:22][CH:21]=2)[N:19]=1. (6) The reactants are: [Cl:1][C:2]1[CH:7]=[CH:6][CH:5]=[C:4]([N:8]2[CH2:13][CH2:12][NH:11][CH2:10][CH2:9]2)[C:3]=1[C:14](=[O:16])[CH3:15].[O:17]=[C:18]1[NH:27][C:26]2[N:25]=[C:24]([O:28][CH2:29][CH2:30][CH2:31][CH:32]=O)[CH:23]=[CH:22][C:21]=2[CH2:20][CH2:19]1. Given the product [C:14]([C:3]1[C:2]([Cl:1])=[CH:7][CH:6]=[CH:5][C:4]=1[N:8]1[CH2:13][CH2:12][N:11]([CH2:32][CH2:31][CH2:30][CH2:29][O:28][C:24]2[N:25]=[C:26]3[C:21]([CH2:20][CH2:19][C:18](=[O:17])[NH:27]3)=[CH:22][CH:23]=2)[CH2:10][CH2:9]1)(=[O:16])[CH3:15], predict the reactants needed to synthesize it. (7) The reactants are: [C:1]([O:4][CH2:5][C@H:6]([CH3:29])[CH2:7][CH:8]([NH:25][C:26](=[O:28])[CH3:27])[C:9]1[S:10][C:11]([C:14]#[C:15][CH2:16][CH2:17][CH2:18][C:19]2[CH:24]=[CH:23][CH:22]=[CH:21][CH:20]=2)=[CH:12][CH:13]=1)(=[O:3])[CH3:2]. Given the product [C:1]([O:4][CH2:5][C@H:6]([CH3:29])[CH2:7][CH:8]([NH:25][C:26](=[O:28])[CH3:27])[C:9]1[S:10][C:11]([CH2:14][CH2:15][CH2:16][CH2:17][CH2:18][C:19]2[CH:20]=[CH:21][CH:22]=[CH:23][CH:24]=2)=[CH:12][CH:13]=1)(=[O:3])[CH3:2], predict the reactants needed to synthesize it.